This data is from NCI-60 drug combinations with 297,098 pairs across 59 cell lines. The task is: Regression. Given two drug SMILES strings and cell line genomic features, predict the synergy score measuring deviation from expected non-interaction effect. (1) Drug 1: CN1C(=O)N2C=NC(=C2N=N1)C(=O)N. Drug 2: CCC1(CC2CC(C3=C(CCN(C2)C1)C4=CC=CC=C4N3)(C5=C(C=C6C(=C5)C78CCN9C7C(C=CC9)(C(C(C8N6C)(C(=O)OC)O)OC(=O)C)CC)OC)C(=O)OC)O.OS(=O)(=O)O. Cell line: OVCAR-5. Synergy scores: CSS=-0.885, Synergy_ZIP=-0.759, Synergy_Bliss=-3.05, Synergy_Loewe=-5.13, Synergy_HSA=-3.87. (2) Drug 1: COC1=CC(=CC(=C1O)OC)C2C3C(COC3=O)C(C4=CC5=C(C=C24)OCO5)OC6C(C(C7C(O6)COC(O7)C8=CC=CS8)O)O. Drug 2: CC1=C(C(CCC1)(C)C)C=CC(=CC=CC(=CC(=O)O)C)C. Cell line: SNB-19. Synergy scores: CSS=49.7, Synergy_ZIP=6.65, Synergy_Bliss=5.76, Synergy_Loewe=-22.7, Synergy_HSA=2.51. (3) Drug 1: CCCS(=O)(=O)NC1=C(C(=C(C=C1)F)C(=O)C2=CNC3=C2C=C(C=N3)C4=CC=C(C=C4)Cl)F. Drug 2: CC1=C(C(CCC1)(C)C)C=CC(=CC=CC(=CC(=O)O)C)C. Cell line: U251. Synergy scores: CSS=-7.25, Synergy_ZIP=1.77, Synergy_Bliss=-3.58, Synergy_Loewe=-11.0, Synergy_HSA=-9.41. (4) Drug 1: C1=CN(C=N1)CC(O)(P(=O)(O)O)P(=O)(O)O. Drug 2: COCCOC1=C(C=C2C(=C1)C(=NC=N2)NC3=CC=CC(=C3)C#C)OCCOC.Cl. Synergy scores: CSS=11.8, Synergy_ZIP=-0.317, Synergy_Bliss=0.669, Synergy_Loewe=1.94, Synergy_HSA=4.01. Cell line: A549. (5) Drug 1: C1=NC2=C(N=C(N=C2N1C3C(C(C(O3)CO)O)F)Cl)N. Drug 2: CC(C)(C#N)C1=CC(=CC(=C1)CN2C=NC=N2)C(C)(C)C#N. Cell line: HCT116. Synergy scores: CSS=-2.01, Synergy_ZIP=10.3, Synergy_Bliss=14.2, Synergy_Loewe=-2.97, Synergy_HSA=-2.14. (6) Drug 1: C1CN(CCN1C(=O)CCBr)C(=O)CCBr. Drug 2: C(CN)CNCCSP(=O)(O)O. Cell line: SNB-19. Synergy scores: CSS=28.1, Synergy_ZIP=-8.43, Synergy_Bliss=-2.36, Synergy_Loewe=-31.7, Synergy_HSA=-1.15.